Dataset: Full USPTO retrosynthesis dataset with 1.9M reactions from patents (1976-2016). Task: Predict the reactants needed to synthesize the given product. Given the product [CH2:16]([N:18]1[CH2:23][CH2:22][C:21]2([NH:1][C:2]3[CH:6]=[C:5]([C:7]4[CH:8]=[N:9][NH:10][C:11]=4[CH3:12])[S:4][C:3]=3[C:13](=[O:14])[NH:15]2)[CH2:20][CH2:19]1)[CH3:17], predict the reactants needed to synthesize it. The reactants are: [NH2:1][C:2]1[CH:6]=[C:5]([C:7]2[CH:8]=[N:9][NH:10][C:11]=2[CH3:12])[S:4][C:3]=1[C:13]([NH2:15])=[O:14].[CH2:16]([N:18]1[CH2:23][CH2:22][C:21](=O)[CH2:20][CH2:19]1)[CH3:17].CC1(C)C2(CS(O)(=O)=O)C(CC1CC2)=O.[O-]S([O-])(=O)=O.[Mg+2].C([O-])(O)=O.[Na+].